This data is from Catalyst prediction with 721,799 reactions and 888 catalyst types from USPTO. The task is: Predict which catalyst facilitates the given reaction. (1) The catalyst class is: 1. Reactant: [Cl:1][C:2]1[CH:29]=[C:28](O)[CH:27]=[C:26]([CH3:31])[C:3]=1[C:4]([N:6]1[C:14]2[C:9](=[N:10][CH:11]=[CH:12][CH:13]=2)[C:8]([C:15]2[CH:24]=[CH:23][C:18]([C:19](OC)=[O:20])=[CH:17][C:16]=2[F:25])=[N:7]1)=[O:5].[Li+].[OH-:33].Cl.[OH2:35]. Product: [Cl:1][C:2]1[CH:29]=[C:28]([N:6]2[CH2:14][CH2:13][O:35][CH2:3][CH2:4]2)[CH:27]=[C:26]([CH3:31])[C:3]=1[C:4]([N:6]1[C:14]2[C:9](=[N:10][CH:11]=[CH:12][CH:13]=2)[C:8]([C:15]2[CH:24]=[CH:23][C:18]([C:19]([OH:20])=[O:33])=[CH:17][C:16]=2[F:25])=[N:7]1)=[O:5]. (2) The catalyst class is: 19. Product: [C:19]([O:18][C:16]([NH:15][CH:10]1[CH2:11][CH2:12][CH2:13][CH2:14][NH:8][CH2:9]1)=[O:17])([CH3:22])([CH3:20])[CH3:21]. Reactant: C([N:8]1[CH2:14][CH2:13][CH2:12][CH2:11][CH:10]([NH:15][C:16]([O:18][C:19]([CH3:22])([CH3:21])[CH3:20])=[O:17])[CH2:9]1)C1C=CC=CC=1. (3) Reactant: [C:1]([CH2:7][C:8]#[N:9])(=O)[C:2]([CH3:5])([CH3:4])[CH3:3].[C:10]1([CH3:18])[CH:15]=[CH:14][C:13]([NH:16][NH2:17])=[CH:12][CH:11]=1. Product: [C:2]([C:1]1[CH:7]=[C:8]([NH2:9])[N:16]([C:13]2[CH:14]=[CH:15][C:10]([CH3:18])=[CH:11][CH:12]=2)[N:17]=1)([CH3:5])([CH3:4])[CH3:3]. The catalyst class is: 11.